From a dataset of Full USPTO retrosynthesis dataset with 1.9M reactions from patents (1976-2016). Predict the reactants needed to synthesize the given product. (1) Given the product [C:28]1([C:19]2[CH:20]=[CH:21][CH:22]=[CH:23][CH:24]=2)[CH:29]=[CH:30][C:31]([C:6]([N:8]2[CH2:12][C:11](=[N:13][O:14][CH3:15])[CH2:10][C@H:9]2[C:16]([NH:34][CH2:35][CH:36]([OH:37])[C:38]2[CH:43]=[CH:42][C:41]([OH:44])=[CH:40][CH:39]=2)=[O:18])=[O:7])=[CH:32][CH:33]=1, predict the reactants needed to synthesize it. The reactants are: C(O[C:6]([N:8]1[CH2:12][C:11](=[N:13][O:14][CH3:15])[CH2:10][C@H:9]1[C:16]([OH:18])=O)=[O:7])(C)(C)C.[C:19]1([C:28]2[CH:33]=[CH:32][CH:31]=[CH:30][CH:29]=2)[CH:24]=[CH:23][C:22](C(Cl)=O)=[CH:21][CH:20]=1.[NH2:34][CH2:35][CH:36]([C:38]1[CH:43]=[CH:42][C:41]([OH:44])=[CH:40][CH:39]=1)[OH:37]. (2) Given the product [CH3:7][O:8][C:9]1[CH:17]=[CH:16][CH:15]=[CH:14][C:10]=1[CH2:11][CH2:12][NH:13][S:19]([CH3:18])(=[O:21])=[O:20], predict the reactants needed to synthesize it. The reactants are: N1C=CC=CC=1.[CH3:7][O:8][C:9]1[CH:17]=[CH:16][CH:15]=[CH:14][C:10]=1[CH2:11][CH2:12][NH2:13].[CH3:18][S:19](Cl)(=[O:21])=[O:20].O. (3) Given the product [F:33][C:30]([F:31])([F:32])[C:25]1[CH:26]=[CH:27][CH:28]=[CH:29][C:24]=1[O:23][CH:20]1[CH2:21][CH2:22][N:17]([C:14]2[N:13]=[CH:12][C:11]([C:9]3[CH:8]=[N:7][N:6]([CH2:5][C:4]([OH:34])=[O:3])[CH:10]=3)=[CH:16][N:15]=2)[CH2:18][CH2:19]1, predict the reactants needed to synthesize it. The reactants are: C([O:3][C:4](=[O:34])[CH2:5][N:6]1[CH:10]=[C:9]([C:11]2[CH:12]=[N:13][C:14]([N:17]3[CH2:22][CH2:21][CH:20]([O:23][C:24]4[CH:29]=[CH:28][CH:27]=[CH:26][C:25]=4[C:30]([F:33])([F:32])[F:31])[CH2:19][CH2:18]3)=[N:15][CH:16]=2)[CH:8]=[N:7]1)C.[OH-].[Na+]. (4) Given the product [CH3:6][N:5]([CH2:4][C:3]([O:2][CH3:1])=[O:7])[S:17]([C:20]1[CH:26]=[CH:25][C:23]([CH3:24])=[CH:22][CH:21]=1)(=[O:19])=[O:18], predict the reactants needed to synthesize it. The reactants are: [CH3:1][O:2][C:3](=[O:7])[CH2:4][NH:5][CH3:6].CCN(C(C)C)C(C)C.[S:17](Cl)([C:20]1[CH:26]=[CH:25][C:23]([CH3:24])=[CH:22][CH:21]=1)(=[O:19])=[O:18]. (5) Given the product [NH2:1][C:2]1[N:11]=[C:10]([O:12][CH2:13][CH2:14][CH2:15][CH2:16][CH3:17])[C:9]2[C:4](=[N:5][CH:6]=[C:7]([CH:41]=[CH:42][C:43]3[CH:48]=[CH:47][CH:46]=[CH:45][CH:44]=3)[N:8]=2)[N:3]=1, predict the reactants needed to synthesize it. The reactants are: [NH2:1][C:2]1[N:11]=[C:10]([O:12][CH2:13][CH2:14][CH2:15][CH2:16][CH3:17])[C:9]2[C:4](=[N:5][CH:6]=[C:7](Cl)[N:8]=2)[N:3]=1.C1(C)C=CC=CC=1P(C1C=CC=CC=1C)C1C=CC=CC=1C.[CH2:41]=[CH:42][C:43]1[CH:48]=[CH:47][CH:46]=[CH:45][CH:44]=1.C(N(CC)CC)C. (6) The reactants are: [NH2:1][C:2]1[CH:6]=[CH:5][NH:4][N:3]=1.[CH3:7][O:8][C:9](=[O:13])[C:10]([CH3:12])=O.[OH:14][C:15]1[CH:22]=[CH:21][C:18]([CH:19]=O)=[CH:17][CH:16]=1. Given the product [CH3:7][O:8][C:9]([C:10]1[C:6]2[CH:5]=[N:4][NH:3][C:2]=2[N:1]=[C:19]([C:18]2[CH:21]=[CH:22][C:15]([OH:14])=[CH:16][CH:17]=2)[CH:12]=1)=[O:13], predict the reactants needed to synthesize it. (7) Given the product [OH:20][N:19]=[C:9]([C:11]1[N:15]([CH3:16])[N:14]=[N:13][N:12]=1)[C:5]1[CH:4]=[C:3]([CH:8]=[CH:7][CH:6]=1)[N:2]([CH3:17])[CH3:1], predict the reactants needed to synthesize it. The reactants are: [CH3:1][N:2]([CH3:17])[C:3]1[CH:4]=[C:5]([C:9]([C:11]2[N:15]([CH3:16])[N:14]=[N:13][N:12]=2)=O)[CH:6]=[CH:7][CH:8]=1.Cl.[NH2:19][OH:20]. (8) Given the product [CH2:1]([O:8][CH2:9][C@H:10]([CH3:29])[CH2:11][C:12]1[N:13]=[C:14]([Cl:32])[C:15]([C:26]#[N:27])=[C:16]([C:18]2[CH:23]=[CH:22][C:21]([Cl:24])=[C:20]([Cl:25])[CH:19]=2)[N:17]=1)[C:2]1[CH:7]=[CH:6][CH:5]=[CH:4][CH:3]=1, predict the reactants needed to synthesize it. The reactants are: [CH2:1]([O:8][CH2:9][C@H:10]([CH3:29])[CH2:11][C:12]1[N:17]=[C:16]([C:18]2[CH:23]=[CH:22][C:21]([Cl:24])=[C:20]([Cl:25])[CH:19]=2)[C:15]([C:26]#[N:27])=[C:14](O)[N:13]=1)[C:2]1[CH:7]=[CH:6][CH:5]=[CH:4][CH:3]=1.O=P(Cl)(Cl)[Cl:32].